From a dataset of Forward reaction prediction with 1.9M reactions from USPTO patents (1976-2016). Predict the product of the given reaction. (1) Given the reactants [NH2:1][C:2]1[C:3]([C:8]([OH:10])=[O:9])=[N:4][CH:5]=[CH:6][N:7]=1.[F:11][C:12]([F:23])([F:22])[C:13]1[CH:14]=[C:15]([N:19]=[C:20]=[O:21])[CH:16]=[CH:17][CH:18]=1, predict the reaction product. The product is: [F:11][C:12]([F:22])([F:23])[C:13]1[CH:14]=[C:15]([NH:19][C:20](=[O:21])[NH:1][C:2]2[C:3]([C:8]([OH:10])=[O:9])=[N:4][CH:5]=[CH:6][N:7]=2)[CH:16]=[CH:17][CH:18]=1. (2) Given the reactants [C:1](OCCCC)(=[O:4])[CH:2]=C.[C:10]([OH:18])(=[O:17])[C:11]([CH2:13]C(O)=O)=[CH2:12].C(OS([O-])(=O)=O)CCCCCCCCCCC.[Na+], predict the reaction product. The product is: [CH3:13][C:11]([C:10]([O:18][CH2:2][CH2:1][OH:4])=[O:17])=[CH2:12]. (3) Given the reactants [NH:1]([C:3]([S:5][CH3:6])=[NH:4])[NH2:2].O.[C:8]1([C:14]([CH:16]=O)=O)[CH:13]=[CH:12][CH:11]=[CH:10][CH:9]=1, predict the reaction product. The product is: [CH3:6][S:5][C:3]1[N:1]=[N:2][CH:16]=[C:14]([C:8]2[CH:13]=[CH:12][CH:11]=[CH:10][CH:9]=2)[N:4]=1.